This data is from Forward reaction prediction with 1.9M reactions from USPTO patents (1976-2016). The task is: Predict the product of the given reaction. (1) Given the reactants [C:1]([C:4]1[CH:11]=[C:10]([CH3:12])[C:7]([C:8]#[N:9])=[C:6]([I:13])[C:5]=1[OH:14])(=[O:3])[CH3:2].C(=O)([O-])[O-].[K+].[K+].[CH2:21](I)[CH3:22], predict the reaction product. The product is: [C:1]([C:4]1[CH:11]=[C:10]([CH3:12])[C:7]([C:8]#[N:9])=[C:6]([I:13])[C:5]=1[O:14][CH2:21][CH3:22])(=[O:3])[CH3:2]. (2) Given the reactants [CH3:1][C:2]1[CH:3]=[C:4]([CH:7]=[C:8]([CH3:11])[C:9]=1[OH:10])[CH:5]=[O:6].[CH3:12][O:13][CH2:14][CH2:15][O:16][CH2:17]Cl, predict the reaction product. The product is: [CH3:1][C:2]1[CH:3]=[C:4]([CH:7]=[C:8]([CH3:11])[C:9]=1[O:10][CH2:12][O:13][CH2:14][CH2:15][O:16][CH3:17])[CH:5]=[O:6]. (3) Given the reactants [NH:1]([C:3]1[N:8]=[CH:7][N:6]=[C:5]2[N:9]([C:12]3[CH:17]=[CH:16][CH:15]=[C:14]([O:18][CH3:19])[N:13]=3)[N:10]=[CH:11][C:4]=12)[NH2:2].[Cl:20][C:21]1[CH:28]=[CH:27][C:24]([CH:25]=O)=[CH:23][N:22]=1.COC1N=C(N2C3=NC=NC(NN=CC4C=CN=CC=4)=C3C=N2)C=CC=1, predict the reaction product. The product is: [CH3:19][O:18][C:14]1[N:13]=[C:12]([N:9]2[C:5]3=[N:6][CH:7]=[N:8][C:3]([NH:1][N:2]=[CH:25][C:24]4[CH:27]=[CH:28][C:21]([Cl:20])=[N:22][CH:23]=4)=[C:4]3[CH:11]=[N:10]2)[CH:17]=[CH:16][CH:15]=1. (4) Given the reactants [CH:1]1([C:4]2[NH:8][C:7]3[CH:9]=[C:10]([C:14]4[C:15]([CH3:20])=[N:16][O:17][C:18]=4[CH3:19])[CH:11]=[C:12](I)[C:6]=3[N:5]=2)[CH2:3][CH2:2]1.[CH3:21][C:22]1[CH:27]=[CH:26][CH:25]=[CH:24][C:23]=1B(O)O, predict the reaction product. The product is: [CH:1]1([C:4]2[NH:8][C:7]3[CH:9]=[C:10]([C:14]4[C:15]([CH3:20])=[N:16][O:17][C:18]=4[CH3:19])[CH:11]=[C:12]([C:23]4[CH:24]=[CH:25][CH:26]=[CH:27][C:22]=4[CH3:21])[C:6]=3[N:5]=2)[CH2:3][CH2:2]1. (5) Given the reactants [Cl:1][C:2]1[N:3]=[C:4](Cl)[C:5]2[CH2:10][CH2:9][CH:8]([C:11]3[CH:16]=[CH:15][C:14]([F:17])=[CH:13][CH:12]=3)[C:6]=2[N:7]=1.[F:19][C:20]([F:28])([F:27])[C:21]1([OH:26])[CH2:25][CH2:24][NH:23][CH2:22]1, predict the reaction product. The product is: [Cl:1][C:2]1[N:3]=[C:4]([N:23]2[CH2:24][CH2:25][C:21]([C:20]([F:28])([F:27])[F:19])([OH:26])[CH2:22]2)[C:5]2[CH2:10][CH2:9][CH:8]([C:11]3[CH:16]=[CH:15][C:14]([F:17])=[CH:13][CH:12]=3)[C:6]=2[N:7]=1. (6) The product is: [NH2:11][C:7]1[C:6]2[N:5]([C:4]([C@@H:12]3[CH2:20][CH2:19][C@@H:18]4[N:14]([CH2:15][CH2:16][CH2:17]4)[CH2:13]3)=[N:3][C:2]=2[C:29]2[CH:47]=[CH:46][C:32]([C:33]([NH:35][C:36]3[CH:41]=[C:40]([C:42]([F:43])([F:44])[F:45])[CH:39]=[CH:38][N:37]=3)=[O:34])=[CH:31][CH:30]=2)[CH:10]=[CH:9][N:8]=1. Given the reactants Br[C:2]1[N:3]=[C:4]([C@@H:12]2[CH2:20][CH2:19][C@@H:18]3[N:14]([CH2:15][CH2:16][CH2:17]3)[CH2:13]2)[N:5]2[CH:10]=[CH:9][N:8]=[C:7]([NH2:11])[C:6]=12.CC1(C)C(C)(C)OB([C:29]2[CH:47]=[CH:46][C:32]([C:33]([NH:35][C:36]3[CH:41]=[C:40]([C:42]([F:45])([F:44])[F:43])[CH:39]=[CH:38][N:37]=3)=[O:34])=[CH:31][CH:30]=2)O1.O, predict the reaction product.